Dataset: Forward reaction prediction with 1.9M reactions from USPTO patents (1976-2016). Task: Predict the product of the given reaction. (1) Given the reactants [C:1]([OH:5])(=[O:4])[CH:2]=[CH2:3].[CH2:6]=[CH:7][C:8]1[CH:13]=[CH:12][CH:11]=[CH:10][CH:9]=1, predict the reaction product. The product is: [C:1]([OH:5])(=[O:4])[CH:2]=[CH2:3].[CH2:6]=[CH:7][C:8]1[CH:13]=[CH:12][CH:11]=[CH:10][CH:9]=1. (2) Given the reactants [Cl:1][C:2]1[CH:7]=[C:6]([CH:8]=[CH2:9])[CH:5]=[CH:4][C:3]=1[NH:10][C:11]1[C:23]([F:24])=[C:22]([F:25])[CH:21]=[CH:20][C:12]=1[C:13]([NH:15][O:16][CH2:17][CH2:18][OH:19])=[O:14], predict the reaction product. The product is: [Cl:1][C:2]1[CH:7]=[C:6]([CH2:8][CH3:9])[CH:5]=[CH:4][C:3]=1[NH:10][C:11]1[C:23]([F:24])=[C:22]([F:25])[CH:21]=[CH:20][C:12]=1[C:13]([NH:15][O:16][CH2:17][CH2:18][OH:19])=[O:14]. (3) Given the reactants [C:1]([O-:4])([O-])=O.[K+].[K+].Cl[C:8]1[CH:13]=[CH:12][CH:11]=[CH:10][C:9]=1[N+:14]([O-:16])=[O:15].[CH3:17][CH2:18][CH2:19][CH2:20][CH2:21][CH3:22].[C:23](OCC)(=O)[CH3:24], predict the reaction product. The product is: [N+:14]([C:9]1[CH:10]=[CH:11][CH:12]=[CH:13][C:8]=1[C:19]1[CH:18]=[CH:17][CH:24]=[C:23]2[C:20]=1[CH2:21][CH2:22][C:1]2=[O:4])([O-:16])=[O:15]. (4) Given the reactants [CH2:1]([O:3][C:4](=[O:28])[CH2:5][N:6]1[C:10]2[C:11]([CH:15]([CH2:18][CH3:19])[CH2:16][CH3:17])=[CH:12][CH:13]=[CH:14][C:9]=2[N:8](C(OC(C)(C)C)=O)[C:7]1=[O:27])[CH3:2].Cl.C(=O)([O-])O.[Na+], predict the reaction product. The product is: [CH2:16]([CH:15]([C:11]1[C:10]2[N:6]([CH2:5][C:4]([O:3][CH2:1][CH3:2])=[O:28])[C:7](=[O:27])[NH:8][C:9]=2[CH:14]=[CH:13][CH:12]=1)[CH2:18][CH3:19])[CH3:17]. (5) Given the reactants C([O:8][N:9]([CH2:12][C@@H:13]([CH2:17][CH:18]1[CH2:22][CH2:21][CH2:20][CH2:19]1)[C:14]([OH:16])=O)[CH:10]=[O:11])C1C=CC=CC=1.[F:23][C@H:24]1[CH2:28][NH:27][C@H:26]([C:29]2[NH:41][C:32]3=[CH:33][C:34]4[O:35][CH2:36][CH2:37][O:38][C:39]=4[CH:40]=[C:31]3[N:30]=2)[CH2:25]1, predict the reaction product. The product is: [CH:18]1([CH2:17][C@@H:13]([C:14]([N:27]2[CH2:28][C@H:24]([F:23])[CH2:25][C@H:26]2[C:29]2[NH:30][C:31]3=[CH:40][C:39]4[O:38][CH2:37][CH2:36][O:35][C:34]=4[CH:33]=[C:32]3[N:41]=2)=[O:16])[CH2:12][N:9]([OH:8])[CH:10]=[O:11])[CH2:19][CH2:20][CH2:21][CH2:22]1. (6) Given the reactants [C@@H:1]1([N:9]2[CH:16]=[CH:15][C:13](=[O:14])[NH:12][C:10]2=[O:11])[O:8][C@H:5]([CH2:6][OH:7])[C@@H:3]([OH:4])[CH2:2]1.[C:17]1([C:23](Cl)([C:30]2[CH:35]=[CH:34][CH:33]=[CH:32][CH:31]=2)[C:24]2[CH:29]=[CH:28][CH:27]=[CH:26][CH:25]=2)[CH:22]=[CH:21][CH:20]=[CH:19][CH:18]=1, predict the reaction product. The product is: [C:23]([O:7][CH2:6][C@H:5]1[O:8][C@@H:1]([N:9]2[CH:16]=[CH:15][C:13](=[O:14])[NH:12][C:10]2=[O:11])[CH2:2][C@@H:3]1[OH:4])([C:17]1[CH:22]=[CH:21][CH:20]=[CH:19][CH:18]=1)([C:30]1[CH:31]=[CH:32][CH:33]=[CH:34][CH:35]=1)[C:24]1[CH:25]=[CH:26][CH:27]=[CH:28][CH:29]=1. (7) The product is: [ClH:20].[Cl:20][C:21]1[CH:26]=[CH:25][C:24]([C:2]2[CH:3]=[N:4][CH:5]=[C:6]([CH2:8][N:9]3[CH:13]=[CH:12][N:11]=[C:10]3[CH3:14])[CH:7]=2)=[CH:23][CH:22]=1. Given the reactants Br[C:2]1[CH:3]=[N:4][CH:5]=[C:6]([CH2:8][N:9]2[CH:13]=[CH:12][N:11]=[C:10]2[CH3:14])[CH:7]=1.CC([O-])=O.[K+].[Cl:20][C:21]1[CH:26]=[CH:25][C:24](B(O)O)=[CH:23][CH:22]=1.C([O-])([O-])=O.[Na+].[Na+].CCO, predict the reaction product. (8) The product is: [C:1]([CH2:3][CH:4]1[CH2:9][CH2:8][N:7]([C:10]2[CH:11]=[CH:12][C:13]([N:16]3[CH2:20][C@H:19]([CH2:21][OH:22])[O:18][C:17]3=[O:23])=[CH:14][CH:15]=2)[CH2:6][CH2:5]1)#[N:2]. Given the reactants [C:1]([CH:3]=[C:4]1[CH2:9][CH2:8][N:7]([C:10]2[CH:15]=[CH:14][C:13]([N:16]3[CH2:20][C@H:19]([CH2:21][OH:22])[O:18][C:17]3=[O:23])=[CH:12][CH:11]=2)[CH2:6][CH2:5]1)#[N:2], predict the reaction product. (9) Given the reactants [NH2:1][C@H:2]1[CH2:6][CH2:5][C@H:4]([OH:7])[CH2:3]1.CCN(C(C)C)C(C)C.Cl.[N:18]1([C:23](=N)[NH2:24])C=CC=N1.CCOCC, predict the reaction product. The product is: [OH:7][C@H:4]1[CH2:5][CH2:6][C@H:2]([NH:1][C:23]([NH2:24])=[NH:18])[CH2:3]1. (10) Given the reactants [CH3:1][C:2]1[CH:7]=[CH:6][CH:5]=[C:4]([CH3:8])[C:3]=1[C:9]1[CH:14]=[CH:13][CH:12]=[C:11]([CH2:15][NH:16][C:17]2[CH:22]=[CH:21][C:20]([CH2:23][CH2:24][C:25]([O:27]C)=[O:26])=[CH:19][CH:18]=2)[CH:10]=1.[OH-].[Na+].O.C(O)(=O)CC(CC(O)=O)(C(O)=O)O, predict the reaction product. The product is: [CH3:8][C:4]1[CH:5]=[CH:6][CH:7]=[C:2]([CH3:1])[C:3]=1[C:9]1[CH:14]=[CH:13][CH:12]=[C:11]([CH2:15][NH:16][C:17]2[CH:18]=[CH:19][C:20]([CH2:23][CH2:24][C:25]([OH:27])=[O:26])=[CH:21][CH:22]=2)[CH:10]=1.